From a dataset of Catalyst prediction with 721,799 reactions and 888 catalyst types from USPTO. Predict which catalyst facilitates the given reaction. Reactant: [F:1][C:2]([F:23])([F:22])[C@@H:3]1[CH2:8][CH2:7][C@H:6]([O:9][C:10]2[CH:11]=[C:12]3[C:17](=[CH:18][CH:19]=2)[CH:16]=[C:15]([CH:20]=O)[CH:14]=[CH:13]3)[CH2:5][CH2:4]1.Cl.[CH3:25][O:26][C:27]([CH:29]1[CH2:36][CH:35]2[NH:37][CH:31]([CH2:32][CH2:33][CH2:34]2)[CH2:30]1)=[O:28].C(O)(=O)C.C(O[BH-](OC(=O)C)OC(=O)C)(=O)C.[Na+]. Product: [F:1][C:2]([F:22])([F:23])[C@@H:3]1[CH2:8][CH2:7][C@H:6]([O:9][C:10]2[CH:11]=[C:12]3[C:17](=[CH:18][CH:19]=2)[CH:16]=[C:15]([CH2:20][N:37]2[CH:31]4[CH2:32][CH2:33][CH2:34][CH:35]2[CH2:36][CH:29]([C:27]([O:26][CH3:25])=[O:28])[CH2:30]4)[CH:14]=[CH:13]3)[CH2:5][CH2:4]1. The catalyst class is: 1.